Dataset: Cav3 T-type calcium channel HTS with 100,875 compounds. Task: Binary Classification. Given a drug SMILES string, predict its activity (active/inactive) in a high-throughput screening assay against a specified biological target. (1) The drug is Brc1oc(C(OCC(=O)Nc2cc(S(=O)(=O)N(C)C)ccc2)=O)cc1. The result is 0 (inactive). (2) The molecule is S(C=1NC(=O)C(C2(CCCC2)C1C#N)C#N)CC(=O)c1cc2c(oc1=O)cccc2. The result is 0 (inactive). (3) The compound is S(CC(=O)N1CCCc2c1cccc2)c1oc(nn1)c1cc(OC)c(OC)cc1. The result is 0 (inactive). (4) The compound is O(c1c(NC(=O)Nc2ccccc2)cc(cc1)C)C. The result is 0 (inactive). (5) The drug is N1(CCN(CC1)c1ccccc1)c1n2c(nc(c1)C)nc(c2)c1ccccc1. The result is 0 (inactive). (6) The drug is O(c1c(CNC(=O)Cn2cccc2)cccc1)C. The result is 0 (inactive). (7) The molecule is s1c(NC(=O)CN2C(=O)C(NC2=O)(CC)c2ccc(F)cc2)c(cc1c1ccccc1)C(OCC)=O. The result is 0 (inactive). (8) The molecule is O=C1N(CC1)C(c1ccccc1)C(=O)Nc1c(CC)cccc1C. The result is 0 (inactive). (9) The compound is S(CC(=O)Nc1nc(cc(n1)C)C)c1ncccc1. The result is 0 (inactive). (10) The compound is Clc1ccc(S(=O)(=O)/N=S(/=O)(C)C)cc1. The result is 0 (inactive).